This data is from Experimentally validated miRNA-target interactions with 360,000+ pairs, plus equal number of negative samples. The task is: Binary Classification. Given a miRNA mature sequence and a target amino acid sequence, predict their likelihood of interaction. (1) The miRNA is hsa-miR-7106-5p with sequence UGGGAGGAGGGGAUCUUGGG. The protein sequence of the target gene is MVQWKRLCQLHYLWALGCYMLLATVALKLSFRLKCDSDHLGLESRESQSQYCRNILYNFLKLPAKRSINCSGVTRGDQEAVLQAILNNLEVKKKREPFTDTHYLSLTRDCEHFKAERKFIQFPLSKEEVEFPIAYSMVIHEKIENFERLLRAVYAPQNIYCVHVDEKSPETFKEAVKAIISCFPNVFIASKLVRVVYASWSRVQADLNCMEDLLQSSVPWKYFLNTCGTDFPIKSNAEMVQALKMLNGRNSMESEVPPKHKETRWKYHFEVVRDTLHLTNKKKDPPPYNLTMFTGNAYIV.... Result: 1 (interaction). (2) The miRNA is mmu-miR-6927-3p with sequence CCUGAGCUGGCUCCCCUGCAG. Result: 0 (no interaction). The protein sequence of the target gene is MGHLPRGTLGGRRLLPLLGLFVLLKIVTTFHVAVQDDNNIVVSLEASDIVSPASVYVVRVAGESKNYFFEFEEFNSTLPPPVVFKATYHGLYYIITLVVVNGNVVTKPSRSITVLTKPLPVTSVSIYDYKPSPETGVLFEIHYPEKYNVFSRVNISYWEGRDFRTMLYKDFFKGKTVFNHWLPGLCYSNITFQLVSEATFNKSTLVEYSGVSHEPKQHRTAPYPPRNISVRFVNLNKNNWEEPSGSFPEDSFIKPPQDSIGRDRRFHFPEETPETPPSNVSSGSPPSNVSSAWPDPNSTD.... (3) The miRNA is rno-miR-342-3p with sequence UCUCACACAGAAAUCGCACCCGU. The protein sequence of the target gene is MMKFRFRRQGADPQREKLKQELFAFHKTVEHGFPNQPSALAFDPELRIMAIGTRSGAVKIYGAPGVEFTGLHRDAATVTQMHFLPGQGRLLTLLDDSSLHLWEIIHHNGCAHLEEGLSFHPPSRPSFDNASFPASLTRVTVVLLVAGNTAALGTESGSIFFLDVATLALLEGQTLSPDVVLRSVPDDYRCGKALGPVESLQGHLQDPSKILIGYSRGLLVIWSQATQSVDNVFLGNQQLESLCWGRDGSSIISSHSDGSYAIWSTDTGSPPTLQPTVVTTPYGPFPCKAINKILWRSCES.... Result: 0 (no interaction). (4) The miRNA is hsa-miR-4732-3p with sequence GCCCUGACCUGUCCUGUUCUG. The protein sequence of the target gene is MATSKLPVVPGEEENTILMAKERLEALRTAFESGDLPQAASHLQELLASTESIRLEVGVTGESGAGKSSLINALRGLEAEDPGAALTGVMETTMQPSPYPHPQFPDVTLWDLPGAGSPGCPADKYLKQVDFSRYDFFLLVSPRRCGAVETRLAAEILCQGKKFYFVRTKVDEDLAATRTQRPSGFREAAVLQEIRDHCAERLREAGVADPRIFLVSNLSPARYDFPTLVSTWEHDLPSHRRHAGLLSLPDISLEALQKKKAMLQEQVLKTALVLGVIQALPVPGLAAAYDDALLIHSLRG.... Result: 0 (no interaction). (5) The miRNA is ath-miR160a-5p with sequence UGCCUGGCUCCCUGUAUGCCA. The protein sequence of the target gene is MEVSGPEDDPFLSQLHQVQCPVCQQMMPAAHINSHLDRCLLLHPAGHAEPAAGSHRAGERAKGPSPPGAKRRRLSESSALKQPATPTAAESSEGEGEEGDDGGETESRESYDAPPTPSGARLIPDFPVARSSSPGRKGSGKRPAAAAAAGSASPRSWDEAEAQEEEEAVGDGDGDGDADADGEDDPGHWDADAAEAATAFGASGGGRPHPRALAAEEIRQMLQGKPLADTMRPDTLQDYFGQSKAVGQDTLLRSLLETNEIPSLILWGPPGCGKTTLAHIIASNSKKHSIRFVTLSATNA.... Result: 0 (no interaction). (6) The miRNA is hsa-miR-1248 with sequence ACCUUCUUGUAUAAGCACUGUGCUAAA. The protein sequence of the target gene is MAKWLNKYFSLGNSKTKSPPQPPRPDYREQRRRGERPSQPPQAVPQASSAASASCGPATASCFSASSGSLPDDSGSTSDLIRAYRAQKERDFEDPYNGPGSSLRKLRAMCRLDYCGGSGEPGGVQRAFSASSASGAAGCCCASSGAGAAASSSSSSGSPHLYRSSSERRPATPAEVRYISPKHRLIKVESAAGGGAGDPLGGACAGGRTWSPTACGGKKLLNKCAASAAEESGAGKKDKVTIADDYSDPFDAKNDLKSKAGKGESAGYMEPYEAQRIMTEFQRQESVRSQHKGIQLYDTP.... Result: 1 (interaction). (7) The miRNA is hsa-miR-6795-5p with sequence UGGGGGGACAGGAUGAGAGGCUGU. The protein sequence of the target gene is MPAPTCFSCHKTRAALRRPRSGQALCGSCFCAAFEAEVLHTVLAGHLLPPGAVVAVGASGGKDSTVLAHVLRELAPRLGITLHLVAVDEGIGGYRDAALEAVRSQAARWELPLTIVAYEDLFGGWTMDAVARSTAGSGRSRSCCTFCGVLRRRALEEGARLVGATHIVTGHNADDMAETVLMNFLRGDAGRLARGGVLGSTGEGCALPRCRPLQFASQKEVVLYAHFRHLRYFSEECVYAPEAFRGHARDLLKLLEAARPSAVLDLVHSAERLALAPAAKPPPPGTCSRCGALASHKLCQ.... Result: 0 (no interaction).